This data is from Forward reaction prediction with 1.9M reactions from USPTO patents (1976-2016). The task is: Predict the product of the given reaction. Given the reactants CN(C)C=O.Cl[C:7]1[CH:12]=[C:11]([O:13][CH2:14][C:15]#[C:16][CH3:17])[N:10]=[CH:9][N:8]=1.C(=O)([O-])[O-].[CH3:22][CH:23]1[CH2:28][CH2:27][NH:26][CH2:25][CH2:24]1, predict the reaction product. The product is: [CH2:14]([O:13][C:11]1[CH:12]=[C:7]([N:26]2[CH2:27][CH2:28][CH:23]([CH3:22])[CH2:24][CH2:25]2)[N:8]=[CH:9][N:10]=1)[C:15]#[C:16][CH3:17].